Task: Predict which catalyst facilitates the given reaction.. Dataset: Catalyst prediction with 721,799 reactions and 888 catalyst types from USPTO (1) Reactant: Br.[NH2:2][C:3]1[C:4]([OH:18])=[C:5]([C:9]2[CH:14]=[CH:13][CH:12]=[C:11]([C:15]([OH:17])=[O:16])[CH:10]=2)[CH:6]=[CH:7][CH:8]=1.[N:19]([O-])=O.[Na+].[CH3:23][C:24]1[CH2:25][C:26](=[O:42])[N:27]([C:29]2[CH:30]=[C:31]3[C:35](=[CH:36][CH:37]=2)[C:34]([CH3:39])([CH3:38])[CH2:33][C:32]3([CH3:41])[CH3:40])[N:28]=1.C(=O)(O)[O-].[Na+]. Product: [OH:18][C:4]1[C:3]([NH:2][N:19]=[C:25]2[C:26](=[O:42])[N:27]([C:29]3[CH:30]=[C:31]4[C:35](=[CH:36][CH:37]=3)[C:34]([CH3:39])([CH3:38])[CH2:33][C:32]4([CH3:41])[CH3:40])[N:28]=[C:24]2[CH3:23])=[CH:8][CH:7]=[CH:6][C:5]=1[C:9]1[CH:14]=[CH:13][CH:12]=[C:11]([C:15]([OH:17])=[O:16])[CH:10]=1. The catalyst class is: 502. (2) Reactant: Br[C:2]1[C:11]2[C:6](=[CH:7][CH:8]=[CH:9][CH:10]=2)[CH:5]=[N:4][CH:3]=1.C(=O)([O-])[O-].[Na+].[Na+].[C:18]1(B(O)O)[CH:23]=[CH:22][CH:21]=[CH:20][CH:19]=1. Product: [C:18]1([C:2]2[C:11]3[C:6](=[CH:7][CH:8]=[CH:9][CH:10]=3)[CH:5]=[N:4][CH:3]=2)[CH:23]=[CH:22][CH:21]=[CH:20][CH:19]=1. The catalyst class is: 564. (3) Reactant: [Li+].C[Si]([N-][Si](C)(C)C)(C)C.[C:11](#[N:14])[CH2:12][CH3:13].[CH3:15][N:16]1[CH:20]=[C:19]([C:21](OCC)=[O:22])[CH:18]=[N:17]1. Product: [CH3:13][CH:12]([C:21]([C:19]1[CH:18]=[N:17][N:16]([CH3:15])[CH:20]=1)=[O:22])[C:11]#[N:14]. The catalyst class is: 1. (4) Reactant: [F:1][C:2]([F:35])([F:34])[C:3]1[CH:4]=[C:5]([CH:27]=[C:28]([C:30]([F:33])([F:32])[F:31])[CH:29]=1)[C:6]([NH:8][CH2:9][C@H:10]1[CH2:15][CH2:14][C@H:13]([NH:16][CH2:17][CH2:18][NH:19][C:20](=[O:26])[O:21][C:22]([CH3:25])([CH3:24])[CH3:23])[CH2:12][CH2:11]1)=[O:7].N1C=CC=CC=1.[F:42][C:43]([F:54])([F:53])[C:44](O[C:44](=[O:45])[C:43]([F:54])([F:53])[F:42])=[O:45]. Product: [F:1][C:2]([F:34])([F:35])[C:3]1[CH:4]=[C:5]([CH:27]=[C:28]([C:30]([F:32])([F:33])[F:31])[CH:29]=1)[C:6]([NH:8][CH2:9][C@H:10]1[CH2:15][CH2:14][C@H:13]([N:16]([CH2:17][CH2:18][NH:19][C:20](=[O:26])[O:21][C:22]([CH3:25])([CH3:24])[CH3:23])[C:44](=[O:45])[C:43]([F:54])([F:53])[F:42])[CH2:12][CH2:11]1)=[O:7]. The catalyst class is: 2. (5) Reactant: [CH3:1][C:2]1([CH3:16])[O:7][C:6](=[O:8])[NH:5][C:4]2[CH:9]=[CH:10][C:11](B(O)O)=[CH:12][C:3]1=2.Br[C:18]1[CH:22]=[C:21]([CH:23]([O:27][CH2:28][CH3:29])[O:24][CH2:25][CH3:26])[O:20][CH:19]=1. Product: [CH2:28]([O:27][CH:23]([O:24][CH2:25][CH3:26])[C:21]1[O:20][CH:19]=[C:18]([C:11]2[CH:10]=[CH:9][C:4]3[NH:5][C:6](=[O:8])[O:7][C:2]([CH3:16])([CH3:1])[C:3]=3[CH:12]=2)[CH:22]=1)[CH3:29]. The catalyst class is: 6. (6) Reactant: [CH3:1][CH:2]([N:4]1[C:8]([C:9]2[C:14]([CH2:15][OH:16])=[CH:13][CH:12]=[CH:11][N:10]=2)=[CH:7][CH:6]=[N:5]1)[CH3:3].[H-].[Na+].Cl[C:20]1[CH:25]=[CH:24][N:23]=[C:22]([NH:26][CH3:27])[C:21]=1[CH:28]=[O:29]. Product: [CH:2]([N:4]1[C:8]([C:9]2[C:14]([CH2:15][O:16][C:20]3[C:21]([CH:28]=[O:29])=[C:22]([NH:26][CH3:27])[N:23]=[CH:24][CH:25]=3)=[CH:13][CH:12]=[CH:11][N:10]=2)=[CH:7][CH:6]=[N:5]1)([CH3:1])[CH3:3]. The catalyst class is: 9. (7) Reactant: Br[C:2]1[CH:7]=[CH:6][C:5]2[N:8]3[C:21]4[CH:20]=[CH:19][CH:18]=[CH:17][C:16]=4[C:15]([CH3:23])([CH3:22])[C:14]4[C:9]3=[C:10]([CH:11]=[CH:12][CH:13]=4)[C:4]=2[CH:3]=1.Cl[C:25]1[CH:30]=[CH:29][C:28](B(O)O)=[C:27]([C:34]([O:36][CH2:37][CH3:38])=[O:35])[CH:26]=1.C(=O)([O-])[O-].[Na+].[Na+].O1CCOCC1. Product: [CH3:22][C:15]1([CH3:23])[C:14]2[C:9]3=[C:10]([C:4]4[CH:3]=[C:2]([C:28]5[CH:29]=[CH:30][CH:25]=[CH:26][C:27]=5[C:34]([O:36][CH2:37][CH3:38])=[O:35])[CH:7]=[CH:6][C:5]=4[N:8]3[C:21]3[CH:20]=[CH:19][CH:18]=[CH:17][C:16]1=3)[CH:11]=[CH:12][CH:13]=2. The catalyst class is: 493.